This data is from NCI-60 drug combinations with 297,098 pairs across 59 cell lines. The task is: Regression. Given two drug SMILES strings and cell line genomic features, predict the synergy score measuring deviation from expected non-interaction effect. Drug 1: C1=CC(=CC=C1CCCC(=O)O)N(CCCl)CCCl. Drug 2: N.N.Cl[Pt+2]Cl. Cell line: MCF7. Synergy scores: CSS=14.2, Synergy_ZIP=-7.95, Synergy_Bliss=-0.445, Synergy_Loewe=-5.90, Synergy_HSA=-4.30.